This data is from Full USPTO retrosynthesis dataset with 1.9M reactions from patents (1976-2016). The task is: Predict the reactants needed to synthesize the given product. The reactants are: [F-].C([N+](CCCC)(CCCC)CCCC)CCC.[O:19]1[CH:23]=[CH:22][C:21]([C:24]2[CH:31]=[CH:30][CH:29]=[CH:28][C:25]=2[CH:26]=[O:27])=[CH:20]1.[F:32][C:33]([Si](C)(C)C)([F:35])[F:34].Cl. Given the product [F:32][C:33]([F:35])([F:34])[CH:26]([C:25]1[CH:28]=[CH:29][CH:30]=[CH:31][C:24]=1[C:21]1[CH:22]=[CH:23][O:19][CH:20]=1)[OH:27], predict the reactants needed to synthesize it.